From a dataset of Peptide-MHC class II binding affinity with 134,281 pairs from IEDB. Regression. Given a peptide amino acid sequence and an MHC pseudo amino acid sequence, predict their binding affinity value. This is MHC class II binding data. (1) The peptide sequence is ILELAQSETCSPGGQ. The MHC is DRB1_1302 with pseudo-sequence DRB1_1302. The binding affinity (normalized) is 0.165. (2) The peptide sequence is GFFTSVGKGIHTVFG. The MHC is DRB1_0701 with pseudo-sequence DRB1_0701. The binding affinity (normalized) is 0.754. (3) The binding affinity (normalized) is 0.176. The MHC is DRB3_0101 with pseudo-sequence DRB3_0101. The peptide sequence is FREFSRAKGLNQEILE. (4) The peptide sequence is DVLSQPMLPHTWDGS. The MHC is DRB1_1302 with pseudo-sequence DRB1_1302. The binding affinity (normalized) is 0.135. (5) The peptide sequence is QDELIGRGRVSPGNG. The MHC is DRB1_0801 with pseudo-sequence DRB1_0801. The binding affinity (normalized) is 0.230. (6) The peptide sequence is KLIGGIGGFIKVRQYDQILI. The MHC is H-2-IAd with pseudo-sequence H-2-IAd. The binding affinity (normalized) is 0.504.